From a dataset of Reaction yield outcomes from USPTO patents with 853,638 reactions. Predict the reaction yield, written as a fraction of the theoretical maximum amount of product (1.0 means a 100% yield; for example, 0.34 means a 34% yield). (1) The reactants are [O:1]1[C:3]2([CH2:8][CH2:7][S:6][CH2:5][CH2:4]2)[CH2:2]1.[OH:9][C:10]1[CH:15]=[C:14]([CH3:16])[C:13]([C:17]2[CH:22]=[CH:21][CH:20]=[C:19]([CH:23]=[O:24])[CH:18]=2)=[C:12]([CH3:25])[CH:11]=1.C(=O)([O-])[O-].[K+].[K+]. The catalyst is CN(C)C=O. The product is [OH:1][C:3]1([CH2:2][O:9][C:10]2[CH:15]=[C:14]([CH3:16])[C:13]([C:17]3[CH:22]=[CH:21][CH:20]=[C:19]([CH:23]=[O:24])[CH:18]=3)=[C:12]([CH3:25])[CH:11]=2)[CH2:8][CH2:7][S:6][CH2:5][CH2:4]1. The yield is 0.780. (2) The reactants are [C:1]([NH:4][CH2:5][C:6]1[CH:11]=[CH:10][C:9]([C:12]2[N:21]=[C:20]([C:22](O)=[O:23])[C:19]3[C:14](=[CH:15][CH:16]=[CH:17][CH:18]=3)[N:13]=2)=[CH:8][CH:7]=1)(=[O:3])[CH3:2].Cl.[OH:26][C:27]1[C:36]([CH3:37])=[CH:35][CH:34]=[C:33]2[C:28]=1[CH2:29][CH2:30][NH:31][CH2:32]2. No catalyst specified. The product is [C:1]([NH:4][CH2:5][C:6]1[CH:11]=[CH:10][C:9]([C:12]2[N:21]=[C:20]([C:22]([N:31]3[CH2:30][CH2:29][C:28]4[C:33](=[CH:34][CH:35]=[C:36]([CH3:37])[C:27]=4[OH:26])[CH2:32]3)=[O:23])[C:19]3[C:14](=[CH:15][CH:16]=[CH:17][CH:18]=3)[N:13]=2)=[CH:8][CH:7]=1)(=[O:3])[CH3:2]. The yield is 0.130. (3) The reactants are [CH3:1][C:2]1[CH:3]=[C:4]2[C:9](=[CH:10][CH:11]=1)[CH:8]=[C:7]([C:12](O)=[O:13])[CH:6]=[CH:5]2.[H-].[Al+3].[Li+].[H-].[H-].[H-].[Cl-].[NH4+]. The catalyst is O1CCCC1. The product is [CH3:1][C:2]1[CH:3]=[C:4]2[C:9](=[CH:10][CH:11]=1)[CH:8]=[C:7]([CH2:12][OH:13])[CH:6]=[CH:5]2. The yield is 0.900. (4) The reactants are [CH2:1]([O:8][C:9]1[C:10](Br)=[N:11][CH:12]=[C:13]([Br:15])[CH:14]=1)[C:2]1[CH:7]=[CH:6][CH:5]=[CH:4][CH:3]=1.C([Li])CCC.CN(C)[CH:24]=[O:25].[BH4-].[Na+].[Cl-].[NH4+]. The catalyst is C1(C)C=CC=CC=1.CO. The product is [CH2:1]([O:8][C:9]1[C:10]([CH2:24][OH:25])=[N:11][CH:12]=[C:13]([Br:15])[CH:14]=1)[C:2]1[CH:7]=[CH:6][CH:5]=[CH:4][CH:3]=1. The yield is 0.620. (5) The reactants are [F:1][C:2]1[CH:7]=[C:6]([CH2:8][C:9]2[C:14](=[O:15])[NH:13][C:12]([CH3:16])=[N:11][C:10]=2[CH2:17][CH2:18][CH3:19])[CH:5]=[CH:4][C:3]=1[C:20]1[C:21]([C:26]#[N:27])=[CH:22][CH:23]=[CH:24][CH:25]=1.[CH:28]([O:31][C:32]1[CH:37]=[CH:36][C:35](B(O)O)=[CH:34][CH:33]=1)([CH3:30])[CH3:29].N1C=CC=CC=1.C(N(CC)CC)C. The catalyst is C([O-])(=O)C.[Cu+2].C([O-])(=O)C.C(OCC)(=O)C.C(Cl)Cl. The product is [F:1][C:2]1[CH:7]=[C:6]([CH2:8][C:9]2[C:14](=[O:15])[N:13]([C:35]3[CH:36]=[CH:37][C:32]([O:31][CH:28]([CH3:30])[CH3:29])=[CH:33][CH:34]=3)[C:12]([CH3:16])=[N:11][C:10]=2[CH2:17][CH2:18][CH3:19])[CH:5]=[CH:4][C:3]=1[C:20]1[C:21]([C:26]#[N:27])=[CH:22][CH:23]=[CH:24][CH:25]=1. The yield is 0.690. (6) The reactants are [NH2:1][C:2]1[CH:7]=[CH:6][C:5]([S:8]([N:11]([CH2:58][CH:59]([CH3:61])[CH3:60])[C@@H:12]([CH2:32][CH2:33][CH2:34][CH2:35][NH:36][C:37](=[O:57])[CH:38]([NH:52][C:53]([O:55][CH3:56])=[O:54])[CH:39]([C:46]2[CH:51]=[CH:50][CH:49]=[CH:48][CH:47]=2)[C:40]2[CH:45]=[CH:44][CH:43]=[CH:42][CH:41]=2)[CH2:13][O:14][C:15](=[O:31])[C@@H:16]([NH:20]C(OCC2C=CC=CC=2)=O)[CH:17]([CH3:19])[CH3:18])(=[O:10])=[O:9])=[CH:4][CH:3]=1. The catalyst is C1COCC1.[Pd]. The product is [NH2:1][C:2]1[CH:3]=[CH:4][C:5]([S:8]([N:11]([CH2:58][CH:59]([CH3:61])[CH3:60])[C@@H:12]([CH2:32][CH2:33][CH2:34][CH2:35][NH:36][C:37](=[O:57])[CH:38]([NH:52][C:53]([O:55][CH3:56])=[O:54])[CH:39]([C:40]2[CH:45]=[CH:44][CH:43]=[CH:42][CH:41]=2)[C:46]2[CH:47]=[CH:48][CH:49]=[CH:50][CH:51]=2)[CH2:13][O:14][C:15](=[O:31])[C@@H:16]([NH2:20])[CH:17]([CH3:18])[CH3:19])(=[O:9])=[O:10])=[CH:6][CH:7]=1. The yield is 0.470. (7) The reactants are [CH3:1][O:2][C:3]1[CH:8]=[CH:7][CH:6]=[CH:5][N:4]=1.C([O-])(=O)C.[Na+].[Br:14]Br.[OH-].[Na+]. The catalyst is C(O)(=O)C. The product is [Br:14][C:6]1[CH:7]=[CH:8][C:3]([O:2][CH3:1])=[N:4][CH:5]=1. The yield is 0.513.